From a dataset of Full USPTO retrosynthesis dataset with 1.9M reactions from patents (1976-2016). Predict the reactants needed to synthesize the given product. (1) Given the product [CH3:15][C:4]1[C:3]([CH:16]([CH2:21][CH2:22][CH3:23])[C:17]([O:19][CH3:20])=[O:18])=[C:2]([C:28]2[CH:29]=[CH:30][C:25]([CH3:24])=[CH:26][CH:27]=2)[N:7]2[N:8]=[C:9]3[C:14]([CH:13]=[CH:12][CH:11]=[CH:10]3)=[C:6]2[N:5]=1, predict the reactants needed to synthesize it. The reactants are: Cl[C:2]1[N:7]2[N:8]=[C:9]3[C:14]([CH:13]=[CH:12][CH:11]=[CH:10]3)=[C:6]2[N:5]=[C:4]([CH3:15])[C:3]=1[CH:16]([CH2:21][CH2:22][CH3:23])[C:17]([O:19][CH3:20])=[O:18].[CH3:24][C:25]1[CH:30]=[CH:29][C:28](B(O)O)=[CH:27][CH:26]=1.C(N(C(C)C)CC)(C)C.C(OCC)(=O)C. (2) Given the product [CH2:14]([C:5]1[C:6]2[C:11](=[CH:10][C:9]([O:12][CH3:13])=[CH:8][CH:7]=2)[C:2]([NH:16][CH:17]2[CH2:18][CH2:19][N:20]([CH2:23][C:24]3[CH:33]=[CH:32][C:31]4[C:26](=[CH:27][CH:28]=[CH:29][CH:30]=4)[CH:25]=3)[CH2:21][CH2:22]2)=[N:3][N:4]=1)[CH3:15], predict the reactants needed to synthesize it. The reactants are: Cl[C:2]1[C:11]2[C:6](=[CH:7][CH:8]=[C:9]([O:12][CH3:13])[CH:10]=2)[C:5]([CH2:14][CH3:15])=[N:4][N:3]=1.[NH2:16][CH:17]1[CH2:22][CH2:21][N:20]([CH2:23][C:24]2[CH:33]=[CH:32][C:31]3[C:26](=[CH:27][CH:28]=[CH:29][CH:30]=3)[CH:25]=2)[CH2:19][CH2:18]1. (3) Given the product [CH3:40][N:41]([CH3:48])[CH2:42]/[CH:43]=[CH:44]/[C:32]([N:29]1[CH2:28][CH2:27][CH:26]([N:10]2[C:3]3[C:2]([O:24][C:21]4[CH:20]=[CH:19][C:18]([O:11][C:12]5[CH:17]=[CH:16][CH:15]=[CH:14][CH:13]=5)=[CH:23][CH:22]=4)=[N:7][CH:6]=[N:5][C:4]=3[CH:8]=[N:9]2)[CH2:31][CH2:30]1)=[O:34], predict the reactants needed to synthesize it. The reactants are: Cl[C:2]1[C:3]2[NH:10][N:9]=[CH:8][C:4]=2[N:5]=[CH:6][N:7]=1.[O:11]([C:18]1[CH:23]=[CH:22][C:21]([OH:24])=[CH:20][CH:19]=1)[C:12]1[CH:17]=[CH:16][CH:15]=[CH:14][CH:13]=1.O[CH:26]1[CH2:31][CH2:30][N:29]([C:32]([O:34]C(C)(C)C)=O)[CH2:28][CH2:27]1.Cl.[CH3:40][N:41]([CH3:48])[CH2:42]/[CH:43]=[CH:44]/C(O)=O. (4) Given the product [CH2:12]([O:17][CH:5]1[CH2:14][CH2:13][C:12]2[C:7](=[C:8]([F:16])[C:9]([F:15])=[C:10]([O:22][CH2:23][C@H:24]3[CH2:29][CH2:28][C@H:27]([C@H:30]4[CH2:35][CH2:34][C@H:33]([CH2:36][CH3:37])[CH2:32][CH2:31]4)[CH2:26][CH2:25]3)[CH:11]=2)[O:6]1)[CH2:7][CH2:8][CH3:9], predict the reactants needed to synthesize it. The reactants are: C([C:5]1([OH:17])[CH2:14][CH2:13][C:12]2[C:7](=[C:8]([F:16])[C:9]([F:15])=[CH:10][CH:11]=2)[O:6]1)CCC.CS([O:22][CH2:23][CH:24]1[CH2:29][CH2:28][CH:27]([C@H:30]2[CH2:35][CH2:34][C@H:33]([CH2:36][CH3:37])[CH2:32][CH2:31]2)[CH2:26][CH2:25]1)(=O)=O.C(=O)([O-])[O-].[K+].[K+].Cl. (5) Given the product [Br:23][CH:24]([CH3:28])[C:25]([NH:1][CH2:2][CH2:3][N:4]([CH2:20][CH2:21][NH:22][C:25](=[O:26])[CH:24]([Br:23])[CH3:28])[C:5](=[O:19])[C:6]1[C:14]([I:15])=[C:13]([NH:16][C:25](=[O:26])[CH:24]([Br:23])[CH3:28])[C:12]([I:17])=[C:8]([C:9]([OH:11])=[O:10])[C:7]=1[I:18])=[O:26], predict the reactants needed to synthesize it. The reactants are: [NH2:1][CH2:2][CH2:3][N:4]([CH2:20][CH2:21][NH2:22])[C:5](=[O:19])[C:6]1[C:14]([I:15])=[C:13]([NH2:16])[C:12]([I:17])=[C:8]([C:9]([OH:11])=[O:10])[C:7]=1[I:18].[Br:23][CH:24]([CH3:28])[C:25](Br)=[O:26]. (6) Given the product [Cl:17][C:18]1[C:19]([CH2:24][NH:25][C:9]([CH:11]2[CH2:12][C:13](=[O:15])[CH2:14]2)=[O:10])=[N:20][CH:21]=[CH:22][N:23]=1, predict the reactants needed to synthesize it. The reactants are: O=C1CCC(=O)N1O[C:9]([CH:11]1[CH2:14][C:13](=[O:15])[CH2:12]1)=[O:10].Cl.[Cl:17][C:18]1[C:19]([CH2:24][NH2:25])=[N:20][CH:21]=[CH:22][N:23]=1.C([O-])(O)=O.[Na+].O.